This data is from Peptide-MHC class I binding affinity with 185,985 pairs from IEDB/IMGT. The task is: Regression. Given a peptide amino acid sequence and an MHC pseudo amino acid sequence, predict their binding affinity value. This is MHC class I binding data. (1) The peptide sequence is YSDPKRFFL. The MHC is HLA-A29:02 with pseudo-sequence HLA-A29:02. The binding affinity (normalized) is 0.0787. (2) The binding affinity (normalized) is 0. The peptide sequence is VSFQQPLQQY. The MHC is HLA-A24:02 with pseudo-sequence HLA-A24:02. (3) The peptide sequence is ALAVLSKCY. The MHC is HLA-B07:02 with pseudo-sequence HLA-B07:02. The binding affinity (normalized) is 0.213. (4) The MHC is HLA-A26:03 with pseudo-sequence HLA-A26:03. The peptide sequence is IQDEIVAAY. The binding affinity (normalized) is 0.0847. (5) The peptide sequence is INTLESMMK. The MHC is HLA-A02:01 with pseudo-sequence HLA-A02:01. The binding affinity (normalized) is 0.0847.